From a dataset of Catalyst prediction with 721,799 reactions and 888 catalyst types from USPTO. Predict which catalyst facilitates the given reaction. (1) Reactant: CCOC(/N=N/C(OCC)=O)=O.[Br:13][C:14]1[C:23]([OH:24])=[C:22]2[C:17]([CH:18]=[N:19][C:20]([Cl:25])=[N:21]2)=[CH:16][CH:15]=1.O[CH:27]1[CH2:32][CH2:31][N:30]([C:33]([O:35][C:36]([CH3:39])([CH3:38])[CH3:37])=[O:34])[CH2:29][CH2:28]1.C1C=CC(P(C2C=CC=CC=2)C2C=CC=CC=2)=CC=1. Product: [Br:13][C:14]1[C:23]([O:24][CH:27]2[CH2:32][CH2:31][N:30]([C:33]([O:35][C:36]([CH3:39])([CH3:38])[CH3:37])=[O:34])[CH2:29][CH2:28]2)=[C:22]2[C:17]([CH:18]=[N:19][C:20]([Cl:25])=[N:21]2)=[CH:16][CH:15]=1. The catalyst class is: 1. (2) Reactant: [CH3:1][O:2][C:3]([C:5]1[N:6]([CH3:12])[C:7]([CH2:10]O)=[N:8][CH:9]=1)=[O:4].[ClH:13].S(Cl)([Cl:16])=O. Product: [ClH:16].[CH3:1][O:2][C:3]([C:5]1[N:6]([CH3:12])[C:7]([CH2:10][Cl:13])=[N:8][CH:9]=1)=[O:4]. The catalyst class is: 370. (3) Reactant: [S:1]1[CH2:6][CH2:5][CH:4]([C:7]#[N:8])[CH2:3][CH2:2]1.C[Si]([N-][Si](C)(C)C)(C)C.[K+].F[C:20]1[CH:27]=[CH:26][C:23]([C:24]#[N:25])=[C:22]([CH3:28])[CH:21]=1. Product: [C:24]([C:23]1[CH:26]=[CH:27][C:20]([C:4]2([C:7]#[N:8])[CH2:5][CH2:6][S:1][CH2:2][CH2:3]2)=[CH:21][C:22]=1[CH3:28])#[N:25]. The catalyst class is: 1. (4) Reactant: [CH2:1]([O:8][C:9]1[N:14]=[C:13](Cl)[N:12]=[C:11]([NH:16][C:17]([CH3:25])([C:19]2[CH:24]=[CH:23][CH:22]=[CH:21][CH:20]=2)[CH3:18])[N:10]=1)[C:2]1[CH:7]=[CH:6][CH:5]=[CH:4][CH:3]=1.[NH2:26][C:27]1[CH:35]=[CH:34][C:30]2[N:31]=[CH:32][S:33][C:29]=2[CH:28]=1.CCN(C(C)C)C(C)C. Product: [S:33]1[C:29]2[CH:28]=[C:27]([NH:26][C:13]3[N:12]=[C:11]([NH:16][C:17]([CH3:25])([C:19]4[CH:24]=[CH:23][CH:22]=[CH:21][CH:20]=4)[CH3:18])[N:10]=[C:9]([O:8][CH2:1][C:2]4[CH:7]=[CH:6][CH:5]=[CH:4][CH:3]=4)[N:14]=3)[CH:35]=[CH:34][C:30]=2[N:31]=[CH:32]1. The catalyst class is: 1. (5) Reactant: [Br:1][C:2]1[CH:7]=[CH:6][C:5]([C@@:8]2([C:28]([F:31])([F:30])[F:29])[NH:18][C@@H:17]([CH2:19][C:20]([F:23])([CH3:22])[CH3:21])[C:16](=[O:24])[NH:15][C@H:14]([C:25]([OH:27])=O)[CH2:13][CH2:12][CH2:11][C:10]#[C:9]2)=[CH:4][CH:3]=1.C[N:33](C(ON1N=NC2C=CC=NC1=2)=[N+](C)C)C.F[P-](F)(F)(F)(F)F.ON1C2N=CC=CC=2N=N1.[Cl-].[NH4+].C(N(CC)CC)C. Product: [Br:1][C:2]1[CH:7]=[CH:6][C:5]([C@@:8]2([C:28]([F:31])([F:29])[F:30])[NH:18][C@@H:17]([CH2:19][C:20]([F:23])([CH3:22])[CH3:21])[C:16](=[O:24])[NH:15][C@H:14]([C:25]([NH2:33])=[O:27])[CH2:13][CH2:12][CH2:11][C:10]#[C:9]2)=[CH:4][CH:3]=1. The catalyst class is: 3. (6) Reactant: [CH3:1][O:2][C:3]1[CH:12]=[C:11]2[C:6]([CH:7]=[C:8]([C:28]3[CH:33]=[CH:32][N:31]=[C:30]([NH:34][CH3:35])[N:29]=3)[CH:9]=[C:10]2[NH:13][CH2:14][CH2:15][CH2:16][N:17]2C(=O)C3C(=CC=CC=3)C2=O)=[CH:5][CH:4]=1.O.NN. Product: [CH3:1][O:2][C:3]1[CH:12]=[C:11]2[C:6]([CH:7]=[C:8]([C:28]3[CH:33]=[CH:32][N:31]=[C:30]([NH:34][CH3:35])[N:29]=3)[CH:9]=[C:10]2[NH:13][CH2:14][CH2:15][CH2:16][NH2:17])=[CH:5][CH:4]=1. The catalyst class is: 8.